This data is from Experimentally validated miRNA-target interactions with 360,000+ pairs, plus equal number of negative samples. The task is: Binary Classification. Given a miRNA mature sequence and a target amino acid sequence, predict their likelihood of interaction. (1) The miRNA is bta-miR-378 with sequence ACUGGACUUGGAGUCAGAAGGC. The protein sequence of the target gene is MASKRKSTTPCMVRTSQVLEQDMLEEADRAKDKGAGMPQSDVTKDSWAAEPEHSSKETEVVEVKSMGENLSKKLQGGYECKYCPYSTQNLNEFTEHVDMQHPNVILNPLYVCAECNFTTKKYDSLSDHNSKFHPGETNFKLKLIKRNNQTVLEQSIEATNHVVPITASGPGSSDNDPGVSVGKTPMTKTGKLKADAKKVPKKPDEAAPENHMEGTARLVTDTAEILARLGSVELLQDSLGHVMPSVQLPPNINLVPKVPVPLNTTKYNSALDTNATMINSFNKFPYPTQAELSWLTAASK.... Result: 0 (no interaction). (2) The miRNA is rno-miR-17-5p with sequence CAAAGUGCUUACAGUGCAGGUAG. The protein sequence of the target gene is MSIHIVALGNEGDTFHQDNRPSGLIRTYLGRSPLVSGDESSLLLNAASTVARPVFTEYQASAFGNVKLVVHDCPVWDIFDSDWYTSRNLIGGADIIVIKYNVNDKFSFHEVKDNYIPVIKRALNSVPVIIAAVGTRQNEELPCTCPLCTSDRGSCVSTTEGIQLAKELGATYLELHSLDDFYIGKYFGGVLEYFMIQALNQKTSEKMKKRKMSNSFHGIRPPQLEQPEKMPVLKAEASHYNSDLNNLLFCCQCVDVVFYNPNLKKVVEAHKIVLCAVSHVFMLLFNVKSPTDIQDSSIIR.... Result: 0 (no interaction). (3) The miRNA is hsa-miR-192-5p with sequence CUGACCUAUGAAUUGACAGCC. The protein sequence of the target gene is MRQGLLVLALVLVLVLVLAAGSQVQEWYPRESHALNWNKFSGFWYILATATDAQGFLPARDKRKLGASVVKVNKVGQLRVLLAFRRGQGCGRAQPRHPGTSGHLWASLSVKGVKAFHVLSTDYSYGLVYLRLGRATQNYKNLLLFHRQNVSSFQSLKEFMDACDILGLSKAAVILPKDASRTHTILP. Result: 1 (interaction). (4) The miRNA is hsa-miR-335-5p with sequence UCAAGAGCAAUAACGAAAAAUGU. The protein sequence of the target gene is MASAELDYTIEIPDQPCWSQKNSPSPGGKEAETRQPVVILLGWGGCKDKNLAKYSAIYHKRGCIVIRYTAPWHMVFFSESLGIPSLRVLAQKLLELLFDYEIEKEPLLFHVFSNGGVMLYRYVLELLQTRRFCRLRVVGTIFDSAPGDSNLVGALRALAAILERRAAMLRLLLLVAFALVVVLFHVLLAPITALFHTHFYDRLQDAGSRWPELYLYSRADEVVLARDIERMVEARLARRVLARSVDFVSSAHVSHLRDYPTYYTSLCVDFMRNCVRC. Result: 1 (interaction). (5) The miRNA is hsa-miR-423-3p with sequence AGCUCGGUCUGAGGCCCCUCAGU. The protein sequence of the target gene is MASPRTRKVLKEVRVQDENNVCFECGAFNPQWVSVTYGIWICLECSGRHRGLGVHLSFVRSVTMDKWKDIELEKMKAGGNAKFREFLESQEDYDPCWSLQEKYNSRAAALFRDKVVALAEGREWSLESSPAQNWTPPQPRTLPSMVHRVSGQPQSVTASSDKAFEDWLNDDLGSYQGAQGNRYVGFGNTPPPQKKEDDFLNNAMSSLYSGWSSFTTGASRFASAAKEGATKFGSQASQKASELGHSLNENVLKPAQEKVKEGKIFDDVSSGVSQLASKVQGVGSKGWRDVTTFFSGKAEG.... Result: 1 (interaction).